This data is from Forward reaction prediction with 1.9M reactions from USPTO patents (1976-2016). The task is: Predict the product of the given reaction. Given the reactants C([O:3][C:4]([C:6]1[NH:7][C:8]2[C:13]([CH:14]=1)=[CH:12][C:11]([C:15]1[CH:20]=[CH:19][C:18]([C:21]([CH3:24])([CH3:23])[CH3:22])=[CH:17][CH:16]=1)=[CH:10][CH:9]=2)=[O:5])C.[F:25][C:26]([F:37])([F:36])[C:27]1[CH:32]=[CH:31][C:30](B(O)O)=[CH:29][CH:28]=1, predict the reaction product. The product is: [C:21]([C:18]1[CH:17]=[CH:16][C:15]([C:11]2[CH:12]=[C:13]3[C:8](=[CH:9][CH:10]=2)[N:7]([C:30]2[CH:31]=[CH:32][C:27]([C:26]([F:37])([F:36])[F:25])=[CH:28][CH:29]=2)[C:6]([C:4]([OH:5])=[O:3])=[CH:14]3)=[CH:20][CH:19]=1)([CH3:24])([CH3:22])[CH3:23].